This data is from Reaction yield outcomes from USPTO patents with 853,638 reactions. The task is: Predict the reaction yield, written as a fraction of the theoretical maximum amount of product (1.0 means a 100% yield; for example, 0.34 means a 34% yield). (1) The reactants are [CH3:1][O:2][C:3]1[CH:11]=[CH:10][CH:9]=[C:8]2[C:4]=1[C:5]([NH2:12])=[N:6][NH:7]2.ClC1SC(S(N(S(C2SC(Cl)=CC=2)(=O)=O)C2C3C(=CC=CC=3OC)N(C(OC(C)(C)C)=O)N=2)(=O)=O)=CC=1.[C:50]1(=O)[O:55][C:53](=[O:54])[C:52]2=[CH:56][CH:57]=[CH:58][CH:59]=[C:51]12. The catalyst is O1CCOCC1. The product is [CH3:1][O:2][C:3]1[CH:11]=[CH:10][CH:9]=[C:8]2[C:4]=1[C:5]([N:12]1[C:53](=[O:54])[C:52]3[C:51](=[CH:59][CH:58]=[CH:57][CH:56]=3)[C:50]1=[O:55])=[N:6][NH:7]2. The yield is 0.810. (2) The reactants are [F:1][C:2]1[CH:3]=[CH:4][C:5]([CH3:33])=[C:6]([CH:32]=1)[O:7][CH2:8][C:9]1[C:10]([C:23]2[CH:28]=[CH:27][C:26]([OH:29])=[CH:25][C:24]=2[O:30][CH3:31])=[CH:11][CH:12]=[C:13]2[C:18]=1[N:17]([CH3:19])[C:16](=[O:20])[C:15]([CH3:22])([CH3:21])[NH:14]2.[CH3:34][N:35]([C:39]1[CH:44]=[CH:43][CH:42]=[CH:41][CH:40]=1)[C:36](Cl)=[O:37]. The catalyst is N1C=CC=CC=1. The product is [F:1][C:2]1[CH:3]=[CH:4][C:5]([CH3:33])=[C:6]([CH:32]=1)[O:7][CH2:8][C:9]1[C:10]([C:23]2[CH:28]=[CH:27][C:26]([O:29][C:36]([N:35]([CH3:34])[C:39]3[CH:44]=[CH:43][CH:42]=[CH:41][CH:40]=3)=[O:37])=[CH:25][C:24]=2[O:30][CH3:31])=[CH:11][CH:12]=[C:13]2[C:18]=1[N:17]([CH3:19])[C:16](=[O:20])[C:15]([CH3:22])([CH3:21])[NH:14]2. The yield is 0.870.